Task: Predict the reactants needed to synthesize the given product.. Dataset: Full USPTO retrosynthesis dataset with 1.9M reactions from patents (1976-2016) (1) Given the product [F:1][C:2]1[CH:7]=[CH:6][C:5]([C:8]2[N:9]=[C:10]3[N:14]([C:15]=2[C:16]2[CH:17]=[CH:18][C:19]4[N:20]([C:22]([C@@H:25]5[CH2:27][C@H:26]5[C:28]([OH:30])=[O:29])=[N:23][N:24]=4)[CH:21]=2)[CH:13]=[CH:12][O:11]3)=[CH:4][CH:3]=1, predict the reactants needed to synthesize it. The reactants are: [F:1][C:2]1[CH:7]=[CH:6][C:5]([C:8]2[N:9]=[C:10]3[N:14]([C:15]=2[C:16]2[CH:17]=[CH:18][C:19]4[N:20]([C:22]([C@@H:25]5[CH2:27][C@H:26]5[C:28]([O:30]CC)=[O:29])=[N:23][N:24]=4)[CH:21]=2)[CH:13]=[CH:12][O:11]3)=[CH:4][CH:3]=1.[OH-].[Na+]. (2) Given the product [C:1]([C:3]1([C:30]2[CH:35]=[CH:34][CH:33]=[CH:32][N:31]=2)[CH2:8][CH2:7][N:6]([CH2:9][C:10]2[CH:11]=[C:12]([C:21]([NH:23][CH:42]3[CH2:41][CH2:40][NH:39][CH2:38][CH2:37]3)=[O:22])[C:13](=[O:20])[N:14]3[C:19]=2[CH:18]=[CH:17][CH:16]=[CH:15]3)[CH2:5][CH2:4]1)#[N:2], predict the reactants needed to synthesize it. The reactants are: [C:1]([C:3]1([C:30]2[CH:35]=[CH:34][CH:33]=[CH:32][N:31]=2)[CH2:8][CH2:7][N:6]([CH2:9][C:10]2[CH:11]=[C:12]([C:21]([NH:23]C3CCCNC3)=[O:22])[C:13](=[O:20])[N:14]3[C:19]=2[CH:18]=[CH:17][CH:16]=[CH:15]3)[CH2:5][CH2:4]1)#[N:2].N[CH:37]1[CH2:42][CH2:41][CH2:40][N:39](C(OC(C)(C)C)=O)[CH2:38]1. (3) Given the product [OH:28][CH2:27][C@@H:26]1[CH2:25][O:24][C:23](=[O:37])[N:22]1[C:19]1[CH:20]=[CH:21][C:16]([C:14]([N:11]2[CH2:10][CH2:9][CH:8]([C:6](=[O:7])[C:5]3[CH:42]=[CH:43][C:2]([CH3:44])=[CH:3][CH:4]=3)[CH2:13][CH2:12]2)=[O:15])=[C:17]([S:38]([CH3:41])(=[O:39])=[O:40])[CH:18]=1, predict the reactants needed to synthesize it. The reactants are: Cl[C:2]1[CH:43]=[CH:42][C:5]([C:6]([CH:8]2[CH2:13][CH2:12][N:11]([C:14]([C:16]3[CH:21]=[CH:20][C:19]([N:22]4[C@H:26]([CH2:27][O:28]C(=O)C5C=CC=CC=5)[CH2:25][O:24][C:23]4=[O:37])=[CH:18][C:17]=3[S:38]([CH3:41])(=[O:40])=[O:39])=[O:15])[CH2:10][CH2:9]2)=[O:7])=[CH:4][CH:3]=1.[CH3:44]B(O)O.C1(P(C2CCCCC2)C2C=CC=CC=2C2C(OC)=CC=CC=2OC)CCCCC1.[F-].[K+]. (4) Given the product [CH3:12][O:13][C:14]1[CH:15]=[CH:16][C:17]([C:20]([N:22]=[C:23]=[S:24])=[O:21])=[CH:18][CH:19]=1.[CH3:25][O:26][C:27]1[CH:28]=[C:29]2[C:34](=[CH:35][C:36]=1[O:37][CH3:38])[N:33]=[CH:32][CH:31]=[C:30]2[O:39][C:40]1[CH:46]=[CH:45][C:43]([NH:44][C:23]([NH:22][C:20](=[O:21])[C:17]2[CH:16]=[CH:15][C:14]([O:13][CH3:12])=[CH:19][CH:18]=2)=[S:24])=[C:42]([CH3:47])[CH:41]=1, predict the reactants needed to synthesize it. The reactants are: COC1C=CC(C(Cl)=O)=CC=1.[CH3:12][O:13][C:14]1[CH:19]=[CH:18][C:17]([C:20]([N:22]=[C:23]=[S:24])=[O:21])=[CH:16][CH:15]=1.[CH3:25][O:26][C:27]1[CH:28]=[C:29]2[C:34](=[CH:35][C:36]=1[O:37][CH3:38])[N:33]=[CH:32][CH:31]=[C:30]2[O:39][C:40]1[CH:46]=[CH:45][C:43]([NH2:44])=[C:42]([CH3:47])[CH:41]=1.C1(C)C=CC=CC=1.